This data is from Full USPTO retrosynthesis dataset with 1.9M reactions from patents (1976-2016). The task is: Predict the reactants needed to synthesize the given product. (1) Given the product [CH3:8][C:7]1[C:2]([C:34]2[CH:33]=[CH:32][C:31]([N:24]([C:25]3[CH:30]=[CH:29][CH:28]=[CH:27][CH:26]=3)[C:21]3[CH:22]=[CH:23][CH:18]=[CH:19][CH:20]=3)=[CH:36][CH:35]=2)=[N:3][CH:4]=[C:5]([CH3:9])[N:6]=1, predict the reactants needed to synthesize it. The reactants are: Cl[C:2]1[C:7]([CH3:8])=[N:6][C:5]([CH3:9])=[CH:4][N:3]=1.CC1(C)C(C)(C)OB([C:18]2[CH:23]=[CH:22][C:21]([N:24]([C:31]3[CH:36]=[CH:35][CH:34]=[CH:33][CH:32]=3)[C:25]3[CH:30]=[CH:29][CH:28]=[CH:27][CH:26]=3)=[CH:20][CH:19]=2)O1.C(=O)([O-])[O-].[Na+].[Na+]. (2) Given the product [CH3:1][S:2]([C:5]1[CH:10]=[CH:9][C:8]2[N:11]=[C:25]([C:22]3[N:23]=[N:24][C:19]([C:13]4[CH:14]=[CH:15][CH:16]=[CH:17][CH:18]=4)=[CH:20][CH:21]=3)[NH:12][C:7]=2[CH:6]=1)(=[O:3])=[O:4], predict the reactants needed to synthesize it. The reactants are: [CH3:1][S:2]([C:5]1[CH:6]=[C:7]([NH2:12])[C:8]([NH2:11])=[CH:9][CH:10]=1)(=[O:4])=[O:3].[C:13]1([C:19]2[N:24]=[N:23][C:22]([CH:25]=O)=[CH:21][CH:20]=2)[CH:18]=[CH:17][CH:16]=[CH:15][CH:14]=1.C[Si](Cl)(C)C. (3) Given the product [Cl:31][C:15]1[C:14]2=[N:13][N:12]([C:25]3[CH:30]=[CH:29][CH:28]=[CH:27][CH:26]=3)[C:11]([CH3:10])=[C:23]2[C:22]2[CH:21]=[CH:20][CH:19]=[CH:18][C:17]=2[N:16]=1, predict the reactants needed to synthesize it. The reactants are: S(Cl)(Cl)=O.CN(C=O)C.[CH3:10][C:11]1[N:12]([C:25]2[CH:30]=[CH:29][CH:28]=[CH:27][CH:26]=2)[N:13]=[C:14]2[C:23]=1[C:22]1[CH:21]=[CH:20][CH:19]=[CH:18][C:17]=1[NH:16][C:15]2=O.[Cl:31]CCl. (4) Given the product [Br:1][C:2]1[CH:11]=[CH:10][C:9]2[C:4](=[CH:5][CH:6]=[C:7]([C:12]([CH3:14])=[CH2:13])[CH:8]=2)[CH:3]=1, predict the reactants needed to synthesize it. The reactants are: [Br:1][C:2]1[CH:3]=[C:4]2[C:9](=[CH:10][CH:11]=1)[CH:8]=[C:7]([C:12](O)([CH3:14])[CH3:13])[CH:6]=[CH:5]2. (5) Given the product [CH2:1]([N:5]1[C:9]([CH2:10][O:11][CH3:12])=[C:8]([C:13]2[O:17][N:16]=[C:15]([C:18]3[CH:25]=[CH:24][C:21]([CH2:22][N:26]4[CH2:29][CH:28]([C:30]([OH:32])=[O:31])[CH2:27]4)=[CH:20][CH:19]=3)[N:14]=2)[CH:7]=[N:6]1)[CH:2]([CH3:4])[CH3:3], predict the reactants needed to synthesize it. The reactants are: [CH2:1]([N:5]1[C:9]([CH2:10][O:11][CH3:12])=[C:8]([C:13]2[O:17][N:16]=[C:15]([C:18]3[CH:25]=[CH:24][C:21]([CH:22]=O)=[CH:20][CH:19]=3)[N:14]=2)[CH:7]=[N:6]1)[CH:2]([CH3:4])[CH3:3].[NH:26]1[CH2:29][CH:28]([C:30]([OH:32])=[O:31])[CH2:27]1.